Dataset: NCI-60 drug combinations with 297,098 pairs across 59 cell lines. Task: Regression. Given two drug SMILES strings and cell line genomic features, predict the synergy score measuring deviation from expected non-interaction effect. (1) Drug 1: CC1C(C(CC(O1)OC2CC(OC(C2O)C)OC3=CC4=CC5=C(C(=O)C(C(C5)C(C(=O)C(C(C)O)O)OC)OC6CC(C(C(O6)C)O)OC7CC(C(C(O7)C)O)OC8CC(C(C(O8)C)O)(C)O)C(=C4C(=C3C)O)O)O)O. Drug 2: C1CC(=O)NC(=O)C1N2C(=O)C3=CC=CC=C3C2=O. Cell line: EKVX. Synergy scores: CSS=20.1, Synergy_ZIP=1.51, Synergy_Bliss=1.99, Synergy_Loewe=-31.8, Synergy_HSA=0.261. (2) Drug 1: C1=CC(=CC=C1CCC2=CNC3=C2C(=O)NC(=N3)N)C(=O)NC(CCC(=O)O)C(=O)O. Drug 2: CCC1(CC2CC(C3=C(CCN(C2)C1)C4=CC=CC=C4N3)(C5=C(C=C6C(=C5)C78CCN9C7C(C=CC9)(C(C(C8N6C)(C(=O)OC)O)OC(=O)C)CC)OC)C(=O)OC)O.OS(=O)(=O)O. Cell line: NCI-H322M. Synergy scores: CSS=15.2, Synergy_ZIP=-8.74, Synergy_Bliss=-8.79, Synergy_Loewe=-8.09, Synergy_HSA=-7.84. (3) Drug 1: C1=CC(=CC=C1C#N)C(C2=CC=C(C=C2)C#N)N3C=NC=N3. Drug 2: CC1=C(C(=CC=C1)Cl)NC(=O)C2=CN=C(S2)NC3=CC(=NC(=N3)C)N4CCN(CC4)CCO. Cell line: DU-145. Synergy scores: CSS=-6.94, Synergy_ZIP=5.11, Synergy_Bliss=5.64, Synergy_Loewe=-3.36, Synergy_HSA=-3.46. (4) Drug 1: COC1=CC(=CC(=C1O)OC)C2C3C(COC3=O)C(C4=CC5=C(C=C24)OCO5)OC6C(C(C7C(O6)COC(O7)C8=CC=CS8)O)O. Drug 2: CN(CCCl)CCCl.Cl. Cell line: EKVX. Synergy scores: CSS=21.1, Synergy_ZIP=-7.41, Synergy_Bliss=-3.99, Synergy_Loewe=-7.90, Synergy_HSA=-3.65. (5) Drug 1: C1CN1C2=NC(=NC(=N2)N3CC3)N4CC4. Drug 2: CC(C)CN1C=NC2=C1C3=CC=CC=C3N=C2N. Cell line: NCI/ADR-RES. Synergy scores: CSS=26.0, Synergy_ZIP=-1.40, Synergy_Bliss=-2.01, Synergy_Loewe=-4.87, Synergy_HSA=-3.79.